From a dataset of Full USPTO retrosynthesis dataset with 1.9M reactions from patents (1976-2016). Predict the reactants needed to synthesize the given product. (1) Given the product [Cl:1][C:2]1[CH:7]=[CH:6][C:5]([O:8][S:38]([C:37]([F:50])([F:49])[F:36])(=[O:40])=[O:39])=[CH:4][C:3]=1[CH:9]([CH3:28])[C:10]([OH:15])([C:16]1[CH:17]=[CH:18][C:19]2[O:24][CH2:23][C:22](=[O:25])[N:21]([CH3:26])[C:20]=2[CH:27]=1)[C:11]([F:12])([F:13])[F:14], predict the reactants needed to synthesize it. The reactants are: [Cl:1][C:2]1[CH:7]=[CH:6][C:5]([OH:8])=[CH:4][C:3]=1[CH:9]([CH3:28])[C:10]([C:16]1[CH:17]=[CH:18][C:19]2[O:24][CH2:23][C:22](=[O:25])[N:21]([CH3:26])[C:20]=2[CH:27]=1)([OH:15])[C:11]([F:14])([F:13])[F:12].C(N(CC)CC)C.[F:36][C:37]([F:50])([F:49])[S:38](O[S:38]([C:37]([F:50])([F:49])[F:36])(=[O:40])=[O:39])(=[O:40])=[O:39]. (2) Given the product [F:1][C:2]1[CH:7]=[CH:6][C:5]([C:8]2[C:9]3[N:10]([N:14]=[C:15]([NH:17][C:19]4[CH:24]=[CH:23][C:22]([N:25]5[CH:29]=[C:28]([CH3:30])[N:27]=[CH:26]5)=[C:21]([O:31][CH3:32])[CH:20]=4)[N:16]=3)[CH:11]=[CH:12][CH:13]=2)=[CH:4][CH:3]=1, predict the reactants needed to synthesize it. The reactants are: [F:1][C:2]1[CH:7]=[CH:6][C:5]([C:8]2[C:9]3[N:10]([N:14]=[C:15]([NH2:17])[N:16]=3)[CH:11]=[CH:12][CH:13]=2)=[CH:4][CH:3]=1.Br[C:19]1[CH:24]=[CH:23][C:22]([N:25]2[CH:29]=[C:28]([CH3:30])[N:27]=[CH:26]2)=[C:21]([O:31][CH3:32])[CH:20]=1. (3) Given the product [ClH:52].[CH3:38][C:39]1[CH:45]=[CH:44][C:43]([N+:46]([O-:48])=[O:47])=[CH:42][C:40]=1[NH:41][C:9]([NH2:14])=[NH:8], predict the reactants needed to synthesize it. The reactants are: CC1C=CC(NC(C2C=CC(CN3CCN(C)CC3)=CC=2)=O)=CC=1[NH:8][C:9]1N=CC=C(C2C=CC=NC=2)[N:14]=1.[CH3:38][C:39]1[CH:45]=[CH:44][C:43]([N+:46]([O-:48])=[O:47])=[CH:42][C:40]=1[NH2:41].N#CN.[ClH:52]. (4) Given the product [Br:1][C:2]1[CH:3]=[C:4]([CH2:5][C@H:6]([NH:19][C:20](=[O:26])[O:21][C:22]([CH3:25])([CH3:24])[CH3:23])[C:7]2[NH:37][C:10]([C:11]3[CH:16]=[CH:15][CH:14]=[CH:13][CH:12]=3)=[CH:9][N:8]=2)[CH:27]=[CH:28][C:29]=1[I:30], predict the reactants needed to synthesize it. The reactants are: [Br:1][C:2]1[CH:3]=[C:4]([CH:27]=[CH:28][C:29]=1[I:30])[CH2:5][C@H:6]([NH:19][C:20](=[O:26])[O:21][C:22]([CH3:25])([CH3:24])[CH3:23])[C:7](=O)[NH:8][CH2:9][C:10](=O)[C:11]1[CH:16]=[CH:15][CH:14]=[CH:13][CH:12]=1.C([O-])(=O)C.[NH4+].C[N:37](C)C=O. (5) Given the product [CH:2]1([NH:5][C:6](=[O:11])[CH2:7][CH2:8][N:9]([CH3:10])[C:32]([C:17]2[CH:18]=[C:19]3[C:14](=[CH:15][CH:16]=2)[N:13]([CH3:12])[C:25]2[CH2:24][CH2:23][CH:22]([CH:26]4[CH2:31][CH2:30][O:29][CH2:28][CH2:27]4)[CH2:21][C:20]3=2)=[O:34])[CH2:4][CH2:3]1, predict the reactants needed to synthesize it. The reactants are: [Cl-].[CH:2]1([NH:5][C:6](=[O:11])[CH2:7][CH2:8][NH2+:9][CH3:10])[CH2:4][CH2:3]1.[CH3:12][N:13]1[C:25]2[CH2:24][CH2:23][CH:22]([CH:26]3[CH2:31][CH2:30][O:29][CH2:28][CH2:27]3)[CH2:21][C:20]=2[C:19]2[C:14]1=[CH:15][CH:16]=[C:17]([C:32]([OH:34])=O)[CH:18]=2.CCN(C(C)C)C(C)C.CN(C(ON1N=NC2C=CC=NC1=2)=[N+](C)C)C.F[P-](F)(F)(F)(F)F. (6) The reactants are: [C:1]([N:8]1[CH2:13][CH2:12][CH:11]([C:14]([O:16][CH2:17][CH3:18])=[O:15])[CH2:10][CH2:9]1)([O:3][C:4]([CH3:7])([CH3:6])[CH3:5])=[O:2].[Li+].CC([N-]C(C)C)C.[O:27]1[CH2:32][CH2:31][C:30](=[O:33])[CH2:29][CH2:28]1.[Cl-].[NH4+]. Given the product [C:1]([N:8]1[CH2:13][CH2:12][C:11]([C:30]2([OH:33])[CH2:31][CH2:32][O:27][CH2:28][CH2:29]2)([C:14]([O:16][CH2:17][CH3:18])=[O:15])[CH2:10][CH2:9]1)([O:3][C:4]([CH3:7])([CH3:6])[CH3:5])=[O:2], predict the reactants needed to synthesize it.